The task is: Predict the reactants needed to synthesize the given product.. This data is from Full USPTO retrosynthesis dataset with 1.9M reactions from patents (1976-2016). Given the product [CH3:6][C:5]([C:38]([OH:40])=[O:39])([C:7]1[CH:12]=[CH:11][C:10]([CH:13]([OH:37])[CH2:14][CH2:15][CH2:16][N:17]2[CH2:18][CH2:19][CH:20]([C:23]([OH:36])([C:24]3[CH:29]=[CH:28][CH:27]=[CH:26][CH:25]=3)[C:30]3[CH:31]=[CH:32][CH:33]=[CH:34][CH:35]=3)[CH2:21][CH2:22]2)=[CH:9][CH:8]=1)[CH3:4].[ClH:3], predict the reactants needed to synthesize it. The reactants are: CO.[ClH:3].[CH3:4][C:5]([C:38]([OH:40])=[O:39])([C:7]1[CH:8]=[CH:9][C:10]([CH:13]([OH:37])[CH2:14][CH2:15][CH2:16][N:17]2[CH2:22][CH2:21][CH:20]([C:23]([OH:36])([C:30]3[CH:31]=[CH:32][CH:33]=[CH:34][CH:35]=3)[C:24]3[CH:25]=[CH:26][CH:27]=[CH:28][CH:29]=3)[CH2:19][CH2:18]2)=[CH:11][CH:12]=1)[CH3:6].